This data is from hERG Central: cardiac toxicity at 1µM, 10µM, and general inhibition. The task is: Predict hERG channel inhibition at various concentrations. (1) The molecule is Cc1cccc(OCC(=O)Nc2ccc3c(c2)nc(CCN2CCN(c4ccccn4)CC2)n3C)c1. Results: hERG_inhib (hERG inhibition (general)): blocker. (2) The compound is C=CCc1ccc(OCC(O)CN2CCC(Cc3ccccc3)CC2)c(OC)c1.Cl. Results: hERG_inhib (hERG inhibition (general)): blocker.